Predict which catalyst facilitates the given reaction. From a dataset of Catalyst prediction with 721,799 reactions and 888 catalyst types from USPTO. (1) Reactant: P(Cl)(Cl)(Cl)=O.F[C:7]1[CH:8]=[C:9]2[C:15]([C:16]3[N:17]=[N:18][C:19]([C:23]([CH3:29])([CH3:28])[C:24]([O:26]C)=O)=[C:20](O)[N:21]=3)=[N:14][N:13]([CH2:30][C:31]3[CH:36]=[CH:35][CH:34]=[CH:33][C:32]=3[F:37])[C:10]2=[N:11][CH:12]=1.[NH3:38].[Cl-].[Na+]. Product: [F:37][C:32]1[CH:33]=[CH:34][CH:35]=[CH:36][C:31]=1[CH2:30][N:13]1[C:10]2=[N:11][CH:12]=[CH:7][CH:8]=[C:9]2[C:15]([C:16]2[N:17]=[N:18][C:19]3[C:23]([CH3:28])([CH3:29])[C:24](=[O:26])[NH:38][C:20]=3[N:21]=2)=[N:14]1. The catalyst class is: 10. (2) Reactant: [OH:1][CH:2]([C:7]1[C:15]2[C:14](=[O:16])[N:13]([CH2:17][CH2:18][CH2:19][O:20]C3CCCCO3)[C:12](=[O:27])[N:11]([CH3:28])[C:10]=2[S:9][C:8]=1[C:29]1[CH:34]=[CH:33][CH:32]=[C:31]([O:35][C:36]([F:39])([F:38])[F:37])[CH:30]=1)[CH2:3][CH:4]([CH3:6])[CH3:5]. Product: [OH:1][CH:2]([C:7]1[C:15]2[C:14](=[O:16])[N:13]([CH2:17][CH2:18][CH2:19][OH:20])[C:12](=[O:27])[N:11]([CH3:28])[C:10]=2[S:9][C:8]=1[C:29]1[CH:34]=[CH:33][CH:32]=[C:31]([O:35][C:36]([F:37])([F:38])[F:39])[CH:30]=1)[CH2:3][CH:4]([CH3:6])[CH3:5]. The catalyst class is: 209. (3) Reactant: S(=O)(=O)(O)O.N[C:7]1[CH:14]=[CH:13][C:10]([C:11]#[N:12])=[C:9]([Cl:15])[C:8]=1[F:16].N([O-])=O.[Na+].[I-:21].[K+]. Product: [Cl:15][C:9]1[C:8]([F:16])=[C:7]([I:21])[CH:14]=[CH:13][C:10]=1[C:11]#[N:12]. The catalyst class is: 10. (4) Reactant: [CH2:1]([CH:3]1[O:5][CH2:4]1)[Cl:2].[O:6]([C:13]1[CH:19]=[CH:18][C:16]([NH2:17])=[CH:15][CH:14]=1)[C:7]1[CH:12]=[CH:11][CH:10]=[CH:9][CH:8]=1. Product: [O:6]([C:13]1[CH:14]=[CH:15][C:16]([N:17]([CH2:4][CH:3]([OH:5])[CH2:1][Cl:2])[CH2:4][CH:3]([OH:5])[CH2:1][Cl:2])=[CH:18][CH:19]=1)[C:7]1[CH:8]=[CH:9][CH:10]=[CH:11][CH:12]=1. The catalyst class is: 8.